From a dataset of Forward reaction prediction with 1.9M reactions from USPTO patents (1976-2016). Predict the product of the given reaction. (1) Given the reactants IF.[Cl:3][C:4]1[CH:9]=[CH:8][C:7]([S:10][CH3:11])=[CH:6][N:5]=1.C1C=C(Cl)C=C(C(OO)=[O:20])C=1, predict the reaction product. The product is: [Cl:3][C:4]1[CH:9]=[CH:8][C:7]([S:10]([CH3:11])=[O:20])=[CH:6][N:5]=1. (2) Given the reactants N(OC(C)(C)C)=O.N[C:9]1[C:14]([N+:15]([O-:17])=[O:16])=[CH:13][C:12]([CH:18]([O:23][C:24]([CH3:27])([CH3:26])[CH3:25])[C:19]([O:21][CH3:22])=[O:20])=[C:11]([Cl:28])[CH:10]=1, predict the reaction product. The product is: [C:24]([O:23][CH:18]([C:12]1[CH:13]=[C:14]([N+:15]([O-:17])=[O:16])[CH:9]=[CH:10][C:11]=1[Cl:28])[C:19]([O:21][CH3:22])=[O:20])([CH3:27])([CH3:25])[CH3:26]. (3) Given the reactants [NH2:1][C:2]1[C:7]([C:8]([C:10]2[CH:11]=[N:12][C:13](F)=[CH:14][CH:15]=2)=[O:9])=[CH:6][C:5](Br)=[CH:4][N:3]=1.[CH2:18]([NH2:22])[CH:19]([CH3:21])[CH3:20].[CH3:23][O:24][C:25]1[CH:26]=[C:27](B(O)O)[CH:28]=[CH:29][C:30]=1[O:31][CH3:32].C(=O)([O-])[O-].[Na+].[Na+], predict the reaction product. The product is: [NH2:1][C:2]1[C:7]([C:8]([C:10]2[CH:11]=[N:12][C:13]([NH:22][CH2:18][CH:19]([CH3:21])[CH3:20])=[CH:14][CH:15]=2)=[O:9])=[CH:6][C:5]([C:28]2[CH:27]=[CH:26][C:25]([O:24][CH3:23])=[C:30]([O:31][CH3:32])[CH:29]=2)=[CH:4][N:3]=1.